From a dataset of Full USPTO retrosynthesis dataset with 1.9M reactions from patents (1976-2016). Predict the reactants needed to synthesize the given product. (1) Given the product [F:1][C:2]1[CH:9]=[C:8]([F:10])[C:7]([N+:11]([O-:13])=[O:12])=[CH:6][C:3]=1[CH2:4][OH:5], predict the reactants needed to synthesize it. The reactants are: [F:1][C:2]1[CH:9]=[C:8]([F:10])[C:7]([N+:11]([O-:13])=[O:12])=[CH:6][C:3]=1[CH:4]=[O:5].[BH4-].[Na+].Cl. (2) The reactants are: [F:1][C:2]1[CH:3]=[C:4]([CH:18]=[CH:19][C:20]=1[O:21][CH3:22])[C:5]([C:7]1[C:16](=[O:17])[C:15]2[C:10](=[CH:11][CH:12]=[CH:13][CH:14]=2)[NH:9][CH:8]=1)=[O:6].Br[CH2:24][C:25]1[CH:30]=[CH:29][CH:28]=[C:27]([C:31]([F:34])([F:33])[F:32])[N:26]=1.CN(C)C=O. Given the product [F:1][C:2]1[CH:3]=[C:4]([CH:18]=[CH:19][C:20]=1[O:21][CH3:22])[C:5]([C:7]1[C:16](=[O:17])[C:15]2[C:10](=[CH:11][CH:12]=[CH:13][CH:14]=2)[N:9]([CH2:24][C:25]2[CH:30]=[CH:29][CH:28]=[C:27]([C:31]([F:33])([F:32])[F:34])[N:26]=2)[CH:8]=1)=[O:6], predict the reactants needed to synthesize it. (3) Given the product [Br:1][C:2]1[CH:9]=[CH:8][C:5]([CH2:6][N:13]2[CH2:14][CH2:15][O:16][C:11]([CH3:17])([CH3:10])[CH2:12]2)=[CH:4][CH:3]=1, predict the reactants needed to synthesize it. The reactants are: [Br:1][C:2]1[CH:9]=[CH:8][C:5]([CH2:6]Br)=[CH:4][CH:3]=1.[CH3:10][C:11]1([CH3:17])[O:16][CH2:15][CH2:14][NH:13][CH2:12]1.C(=O)([O-])[O-].[K+].[K+]. (4) Given the product [F:12][C:4]1[CH:5]=[C:6]2[C:10](=[C:2]([NH:1][C:20](=[O:22])[CH3:21])[CH:3]=1)[NH:9][C:8](=[O:11])[CH2:7]2, predict the reactants needed to synthesize it. The reactants are: [NH2:1][C:2]1[CH:3]=[C:4]([F:12])[CH:5]=[C:6]2[C:10]=1[NH:9][C:8](=[O:11])[CH2:7]2.C(N(CC)CC)C.[C:20](Cl)(=[O:22])[CH3:21].